From a dataset of Peptide-MHC class I binding affinity with 185,985 pairs from IEDB/IMGT. Regression. Given a peptide amino acid sequence and an MHC pseudo amino acid sequence, predict their binding affinity value. This is MHC class I binding data. (1) The peptide sequence is EEDAAVDDL. The MHC is HLA-A11:01 with pseudo-sequence HLA-A11:01. The binding affinity (normalized) is 0.0847. (2) The peptide sequence is LENGAIRIY. The MHC is HLA-B44:03 with pseudo-sequence HLA-B44:03. The binding affinity (normalized) is 0.888. (3) The peptide sequence is RQFPNAFEF. The MHC is Mamu-B52 with pseudo-sequence Mamu-B52. The binding affinity (normalized) is 0.813. (4) The peptide sequence is QSQMLLIVLK. The MHC is HLA-A33:01 with pseudo-sequence HLA-A33:01. The binding affinity (normalized) is 0.134.